From a dataset of Catalyst prediction with 721,799 reactions and 888 catalyst types from USPTO. Predict which catalyst facilitates the given reaction. (1) Reactant: [CH3:1][C:2]1([CH3:11])[NH:8][C:7]([CH3:10])([CH3:9])[CH2:6][C:4](=[O:5])[CH2:3]1.CC(C)(O)[C:14]#[N:15]. Product: [OH:5][C:4]1([C:14]#[N:15])[CH2:3][C:2]([CH3:11])([CH3:1])[NH:8][C:7]([CH3:10])([CH3:9])[CH2:6]1. The catalyst class is: 21. (2) Reactant: [NH2:1][C:2]1[CH:22]=[CH:21][C:5]([O:6][C:7]2[CH:12]=[CH:11][N:10]=[C:9]([NH:13][C:14]([N:16]3[CH2:20][CH2:19][CH2:18][CH2:17]3)=[O:15])[CH:8]=2)=[CH:4][C:3]=1[Cl:23].C(N(CC)CC)C.[F:31][P-](F)(F)(F)(F)F.[N:38]1(O[P+](N(C)C)(N(C)C)N(C)C)[C:42]2[CH:43]=[CH:44][CH:45]=[CH:46][C:41]=2N=N1.C([O:60][CH2:61][CH3:62])C.CN(C)[CH:65]=[O:66]. The catalyst class is: 81. Product: [Cl:23][C:3]1[CH:4]=[C:5]([O:6][C:7]2[CH:12]=[CH:11][N:10]=[C:9]([NH:13][C:14]([N:16]3[CH2:20][CH2:19][CH2:18][CH2:17]3)=[O:15])[CH:8]=2)[CH:21]=[CH:22][C:2]=1[NH:1][C:61](=[O:60])[CH2:62][C:65]([NH:38][C:42]1[CH:43]=[CH:44][C:45]([F:31])=[CH:46][CH:41]=1)=[O:66]. (3) Reactant: [H-].[Na+].[NH2:3][C:4]1[CH:9]=[CH:8][CH:7]=[CH:6][CH:5]=1.[Br:10][C:11]1[CH:12]=[CH:13][CH:14]=[C:15]2[C:20]=1[N:19]=[C:18](Cl)[C:17]([CH3:22])=[CH:16]2. Product: [Br:10][C:11]1[CH:12]=[CH:13][CH:14]=[C:15]2[C:20]=1[N:19]=[C:18]([NH:3][C:4]1[CH:9]=[CH:8][CH:7]=[CH:6][CH:5]=1)[C:17]([CH3:22])=[CH:16]2. The catalyst class is: 3. (4) Reactant: [C:1]([NH:9][CH:10]1[CH2:15][CH2:14][CH2:13][N:12](C(OC(C)(C)C)=O)[CH2:11]1)(=[O:8])[C:2]1[CH:7]=[CH:6][CH:5]=[CH:4][CH:3]=1.FC(F)(F)C(O)=O.N. Product: [NH:12]1[CH2:13][CH2:14][CH2:15][CH:10]([NH:9][C:1](=[O:8])[C:2]2[CH:3]=[CH:4][CH:5]=[CH:6][CH:7]=2)[CH2:11]1. The catalyst class is: 2. (5) Reactant: Cl[C:2]1[C:11]2[C:6](=[CH:7][C:8]([C:12]([N:14]3[CH2:18][CH2:17][CH:16]([NH:19]C(OC(C)(C)C)=O)[CH2:15]3)=[O:13])=[CH:9][CH:10]=2)[N:5]=[CH:4][N:3]=1.[NH2:27][CH2:28][C:29]1[CH:30]=[C:31]([CH:35]=[CH:36][CH:37]=1)[C:32]([NH2:34])=[NH:33].C(N(C(C)C)CC)(C)C.FC(F)(F)C(O)=O. Product: [NH2:19][CH:16]1[CH2:17][CH2:18][N:14]([C:12]([C:8]2[CH:7]=[C:6]3[C:11]([C:2]([NH:27][CH2:28][C:29]4[CH:30]=[C:31]([CH:35]=[CH:36][CH:37]=4)[C:32]([NH2:34])=[NH:33])=[N:3][CH:4]=[N:5]3)=[CH:10][CH:9]=2)=[O:13])[CH2:15]1. The catalyst class is: 9. (6) Reactant: [H-].[Al+3].[Li+].[H-].[H-].[H-].[OH:7][C:8]1[CH:9]=[C:10]([CH:20]=[CH:21][CH:22]=1)[C:11]([NH:13][C:14]1[CH:19]=[CH:18][CH:17]=[CH:16][CH:15]=1)=O. Product: [C:14]1([NH:13][CH2:11][C:10]2[CH:9]=[C:8]([OH:7])[CH:22]=[CH:21][CH:20]=2)[CH:19]=[CH:18][CH:17]=[CH:16][CH:15]=1. The catalyst class is: 7. (7) Reactant: [NH2:1][C@@H:2]1[CH2:7][CH2:6][C@H:5]([N:8]2[C:12]3[N:13]=[CH:14][N:15]=[C:16]([NH2:17])[C:11]=3[C:10]([C:18]3[CH:23]=[CH:22][CH:21]=[C:20]([O:24][CH2:25][C:26]4[CH:31]=[CH:30][CH:29]=[CH:28][CH:27]=4)[CH:19]=3)=[CH:9]2)[CH2:4][CH2:3]1.[C:32](OC(=O)C)(=[O:34])[CH3:33]. Product: [NH2:17][C:16]1[C:11]2[C:10]([C:18]3[CH:23]=[CH:22][CH:21]=[C:20]([O:24][CH2:25][C:26]4[CH:27]=[CH:28][CH:29]=[CH:30][CH:31]=4)[CH:19]=3)=[CH:9][N:8]([CH:5]3[CH2:4][CH2:3][CH:2]([NH:1][C:32](=[O:34])[CH3:33])[CH2:7][CH2:6]3)[C:12]=2[N:13]=[CH:14][N:15]=1. The catalyst class is: 7. (8) Reactant: C(=O)([O-])[O-].[Cs+].[Cs+].I[CH2:8][C:9]([CH3:12])([CH3:11])[CH3:10].[F:13][C:14]1[C:19]([C:20]2[CH:21]=[C:22]3[C@@:33]4([CH2:38][CH2:37][O:36][C:35](/[N:39]=C/N(C)C)=[N:34]4)[C:32]4[C:27](=[N:28][CH:29]=[C:30]([OH:44])[CH:31]=4)[O:26][C:23]3=[CH:24][CH:25]=2)=[CH:18][CH:17]=[CH:16][N:15]=1. Product: [F:13][C:14]1[C:19]([C:20]2[CH:21]=[C:22]3[C@@:33]4([CH2:38][CH2:37][O:36][C:35]([NH2:39])=[N:34]4)[C:32]4[C:27](=[N:28][CH:29]=[C:30]([O:44][CH2:8][C:9]([CH3:12])([CH3:11])[CH3:10])[CH:31]=4)[O:26][C:23]3=[CH:24][CH:25]=2)=[CH:18][CH:17]=[CH:16][N:15]=1. The catalyst class is: 3. (9) Reactant: S(Cl)(Cl)=O.CC1C(C)=CC=CC=1C(O)=O.CC1C(C)=CC=CC=1C(Cl)=O.[CH3:27][C:28]1[C:33]([CH3:34])=[CH:32][CH:31]=[CH:30][C:29]=1[C:35]([N:37]=[C:38]=[S:39])=[O:36].[Cl:40][C:41]1[CH:42]=[C:43]([CH:45]=[CH:46][C:47]=1[O:48][C:49]1[C:58]2[C:53](=[CH:54][C:55]([O:61][CH3:62])=[C:56]([O:59][CH3:60])[CH:57]=2)[N:52]=[CH:51][CH:50]=1)[NH2:44]. Product: [Cl:40][C:41]1[CH:42]=[C:43]([NH:44][C:38]([NH:37][C:35](=[O:36])[C:29]2[CH:30]=[CH:31][CH:32]=[C:33]([CH3:34])[C:28]=2[CH3:27])=[S:39])[CH:45]=[CH:46][C:47]=1[O:48][C:49]1[C:58]2[C:53](=[CH:54][C:55]([O:61][CH3:62])=[C:56]([O:59][CH3:60])[CH:57]=2)[N:52]=[CH:51][CH:50]=1. The catalyst class is: 548. (10) Reactant: [C:1]1([CH3:13])[CH:6]=[CH:5][C:4]([S:7]([CH2:10][N+:11]#[C-:12])(=[O:9])=[O:8])=[CH:3][CH:2]=1.[CH3:14]I.[OH-].[Na+].O. Product: [C:1]1([CH3:13])[CH:2]=[CH:3][C:4]([S:7]([CH:10]([N+:11]#[C-:12])[CH3:14])(=[O:8])=[O:9])=[CH:5][CH:6]=1. The catalyst class is: 4.